Predict which catalyst facilitates the given reaction. From a dataset of Catalyst prediction with 721,799 reactions and 888 catalyst types from USPTO. (1) Reactant: [C:1]([C:3]1[C:4]([S:13]C(=O)N(C)C)=[CH:5][C:6]2[CH2:7][CH2:8][CH2:9][CH2:10][C:11]=2[CH:12]=1)#[N:2].C[O-].[Na+].CO.Cl. Product: [SH:13][C:4]1[C:3]([C:1]#[N:2])=[CH:12][C:11]2[CH2:10][CH2:9][CH2:8][CH2:7][C:6]=2[CH:5]=1. The catalyst class is: 9. (2) Reactant: [C:1]1([C:5]([OH:7])=[O:6])CCC=1.[ClH:8].[CH3:9]O[C:11](=O)[CH2:12]N.[ClH:15].CN(C)CCCN=C=NCC.C(N(CC)C(C)C)(C)C.[O-2].[Al+3].[O-2].[O-2].[Al+3]. Product: [CH3:11][CH2:12][O:7][C:5]([CH3:1])=[O:6].[CH2:9]([Cl:15])[Cl:8]. The catalyst class is: 795. (3) Reactant: CC(O[C:6]([NH:8][C@@H:9]([CH2:19][C:20]1[CH:25]=[CH:24][C:23]([C:26]2[N:27]=[C:28]3[C:33]([CH3:34])=[CH:32][CH:31]=[CH:30][N:29]3[CH:35]=2)=[CH:22][CH:21]=1)[CH2:10][CH2:11][C:12]([O:14]C(C)(C)C)=[O:13])=[O:7])(C)C.FC(F)(F)C(O)=O.C([SiH](CC)CC)C.C(NC(C)C)(C)C.[Cl:57][C:58]1[CH:59]=[C:60]([CH:75]=[CH:76][C:77]=1[O:78][CH:79]([CH3:81])[CH3:80])C(OC1C(F)=C(F)C(F)=C(F)C=1F)=O. Product: [Cl:57][C:58]1[CH:59]=[C:60]([C:6]([NH:8][C@@H:9]([CH2:19][C:20]2[CH:21]=[CH:22][C:23]([C:26]3[N:27]=[C:28]4[C:33]([CH3:34])=[CH:32][CH:31]=[CH:30][N:29]4[CH:35]=3)=[CH:24][CH:25]=2)[CH2:10][CH2:11][C:12]([OH:14])=[O:13])=[O:7])[CH:75]=[CH:76][C:77]=1[O:78][CH:79]([CH3:81])[CH3:80]. The catalyst class is: 2. (4) Reactant: [NH2:1][C:2]1[C:7]([CH2:8][N:9]=[N+]=[N-])=[CH:6][CH:5]=[CH:4][N:3]=1.C1(P(C2C=CC=CC=2)C2C=CC=CC=2)C=CC=CC=1.O.[ClH:32]. Product: [ClH:32].[NH2:1][C:2]1[C:7]([CH2:8][NH2:9])=[CH:6][CH:5]=[CH:4][N:3]=1. The catalyst class is: 56. (5) Reactant: CN(C(ON1N=NC2C=CC=CC1=2)=[N+](C)C)C.[B-](F)(F)(F)F.[Cl:23][C:24]1[CH:32]=[CH:31][C:30]([CH2:33][NH:34][C:35]([C:37]([CH3:40])([CH3:39])[CH3:38])=[O:36])=[CH:29][C:25]=1[C:26]([OH:28])=O.[Br:41][C:42]1[CH:47]=[CH:46][C:45]([NH:48][C:49](=[O:59])[C:50]2[CH:55]=[C:54]([NH2:56])[CH:53]=[CH:52][C:51]=2[O:57][CH3:58])=[CH:44][CH:43]=1. Product: [CH3:58][O:57][C:51]1[CH:52]=[CH:53][C:54]([NH:56][C:26](=[O:28])[C:25]2[CH:29]=[C:30]([CH2:33][NH:34][C:35]([C:37]([CH3:40])([CH3:39])[CH3:38])=[O:36])[CH:31]=[CH:32][C:24]=2[Cl:23])=[CH:55][C:50]=1[C:49]([NH:48][C:45]1[CH:46]=[CH:47][C:42]([Br:41])=[CH:43][CH:44]=1)=[O:59]. The catalyst class is: 3. (6) The catalyst class is: 25. Product: [CH3:1][N:2]1[C:6]([NH:7][C:23](=[O:24])[O:22][C:16]2[CH:21]=[CH:20][CH:19]=[CH:18][CH:17]=2)=[CH:5][C:4]([C:8]2[CH:9]=[N:10][N:11]([CH3:13])[CH:12]=2)=[N:3]1. Reactant: [CH3:1][N:2]1[C:6]([NH2:7])=[CH:5][C:4]([C:8]2[CH:9]=[N:10][N:11]([CH3:13])[CH:12]=2)=[N:3]1.[OH-].[Na+].[C:16]1([O:22][C:23](Cl)=[O:24])[CH:21]=[CH:20][CH:19]=[CH:18][CH:17]=1. (7) Reactant: C(OC(=O)[N:7]([C:20]1[N:21]([C:30]2[CH:35]=[C:34]([CH:36]([CH3:38])[CH3:37])[C:33]([OH:39])=[CH:32][C:31]=2[OH:40])[N:22]=[N:23][C:24]=1[C:25](=[O:29])[NH:26][CH2:27][CH3:28])[C:8]1[CH:13]=[CH:12][C:11]([N:14]2[CH2:19][CH2:18][O:17][CH2:16][CH2:15]2)=[CH:10][CH:9]=1)(C)(C)C. Product: [CH2:27]([NH:26][C:25]([C:24]1[N:23]=[N:22][N:21]([C:30]2[CH:35]=[C:34]([CH:36]([CH3:37])[CH3:38])[C:33]([OH:39])=[CH:32][C:31]=2[OH:40])[C:20]=1[NH:7][C:8]1[CH:13]=[CH:12][C:11]([N:14]2[CH2:15][CH2:16][O:17][CH2:18][CH2:19]2)=[CH:10][CH:9]=1)=[O:29])[CH3:28]. The catalyst class is: 157. (8) Reactant: [NH2:1][C:2]1[C:7]([Br:8])=[CH:6][C:5]([CH2:9][C@@H:10]([NH:24]C(OC(C)(C)C)=O)[CH2:11][N:12]2[CH2:17][CH2:16][CH:15]([N:18]3[CH2:23][CH2:22][CH2:21][CH2:20][CH2:19]3)[CH2:14][CH2:13]2)=[CH:4][C:3]=1[Br:32].FC(F)(F)C(O)=O. Product: [NH2:24][C@H:10]([CH2:9][C:5]1[CH:6]=[C:7]([Br:8])[C:2]([NH2:1])=[C:3]([Br:32])[CH:4]=1)[CH2:11][N:12]1[CH2:17][CH2:16][CH:15]([N:18]2[CH2:23][CH2:22][CH2:21][CH2:20][CH2:19]2)[CH2:14][CH2:13]1. The catalyst class is: 2. (9) The catalyst class is: 9. Product: [CH:1]1([C@H:4]([NH:11][C:12]([C:14]2[C:23]3[C:18](=[C:19]([OH:31])[CH:20]=[CH:21][CH:22]=3)[C:17](=[O:25])[N:16]([NH:26][CH2:27][CH3:28])[C:15]=2[CH3:29])=[O:13])[C:5]2[CH:10]=[CH:9][CH:8]=[CH:7][CH:6]=2)[CH2:3][CH2:2]1. Reactant: [CH:1]1([C@H:4]([NH:11][C:12]([C:14]2[C:23]3[C:18](=[C:19](F)[CH:20]=[CH:21][CH:22]=3)[C:17](=[O:25])[N:16]([NH:26][CH2:27][CH3:28])[C:15]=2[CH3:29])=[O:13])[C:5]2[CH:10]=[CH:9][CH:8]=[CH:7][CH:6]=2)[CH2:3][CH2:2]1.N([O-])=[O:31].[Na+].